Predict the product of the given reaction. From a dataset of Forward reaction prediction with 1.9M reactions from USPTO patents (1976-2016). (1) Given the reactants [Cl:1][C:2]1[CH:7]=[CH:6][CH:5]=[C:4]([F:8])[C:3]=1[NH2:9].[C:10](Cl)(Cl)=[S:11].CN(C=O)C, predict the reaction product. The product is: [Cl:1][C:2]1[CH:7]=[CH:6][CH:5]=[C:4]([F:8])[C:3]=1[N:9]=[C:10]=[S:11]. (2) Given the reactants [CH2:1]([O:3][C:4](=[O:31])[C:5]1[CH:10]=[CH:9][C:8](Br)=[CH:7][C:6]=1[CH2:12][N:13](OC1C=CC(OC)=CC=1OC)[CH2:14][C:15]([O:17][CH2:18][CH3:19])=[O:16])[CH3:2].[N:32]1[CH:37]=[CH:36][CH:35]=[C:34]([OH:38])[CH:33]=1.C[C:40]([CH3:51])([C:42](=O)[CH2:43][C:44](=[O:49])[C:45]([CH3:48])(C)C)C.[C:52](=[O:55])([O-])[O-].[Cs+].[Cs+].[CH3:58]N1C(=O)CCC1, predict the reaction product. The product is: [CH2:1]([O:3][C:4](=[O:31])[C:5]1[CH:10]=[CH:9][C:8]([O:38][C:34]2[CH:33]=[N:32][CH:37]=[CH:36][CH:35]=2)=[CH:7][C:6]=1[CH2:12][N:13]([CH2:51][C:40]1[CH:42]=[CH:43][C:44]([O:49][CH3:58])=[CH:45][C:48]=1[O:55][CH3:52])[CH2:14][C:15]([O:17][CH2:18][CH3:19])=[O:16])[CH3:2]. (3) Given the reactants [OH:1][C:2]1[C:11]2[C:6](=[CH:7][CH:8]=[CH:9][CH:10]=2)[CH:5]=[C:4]([C:12]([O:14][CH2:15][CH3:16])=[O:13])[CH:3]=1.[CH2:17](Br)[C:18]1[CH:23]=[CH:22][CH:21]=[CH:20][CH:19]=1, predict the reaction product. The product is: [CH2:17]([O:1][C:2]1[C:11]2[C:6](=[CH:7][CH:8]=[CH:9][CH:10]=2)[CH:5]=[C:4]([C:12]([O:14][CH2:15][CH3:16])=[O:13])[CH:3]=1)[C:18]1[CH:23]=[CH:22][CH:21]=[CH:20][CH:19]=1. (4) Given the reactants [F:1][C:2]1[CH:7]=[CH:6][C:5]([N:8]=[C:9]=[O:10])=[CH:4][CH:3]=1.[NH2:11][C@H:12]1[CH2:17][CH2:16][CH2:15][N:14]([C:18]([O:20][C:21]([CH3:24])([CH3:23])[CH3:22])=[O:19])[CH2:13]1, predict the reaction product. The product is: [C:21]([O:20][C:18]([N:14]1[CH2:15][CH2:16][CH2:17][C@H:12]([NH:11][C:9]([NH:8][C:5]2[CH:6]=[CH:7][C:2]([F:1])=[CH:3][CH:4]=2)=[O:10])[CH2:13]1)=[O:19])([CH3:24])([CH3:22])[CH3:23]. (5) Given the reactants Br[C:2]1[CH:24]=[CH:23][C:5]([CH2:6][N:7]2[N:16]=[CH:15][C:14]3[C:9](=[C:10]([F:21])[CH:11]=[C:12]([C:17]([CH3:20])([CH3:19])[CH3:18])[CH:13]=3)[C:8]2=[O:22])=[CH:4][C:3]=1[CH2:25][O:26][CH2:27][O:28][CH3:29].C([O-])([O-])=O.[Na+].[Na+].[CH3:36][O:37][C:38]1[CH:43]=[C:42](B(O)O)[CH:41]=[CH:40][N:39]=1, predict the reaction product. The product is: [C:17]([C:12]1[CH:13]=[C:14]2[C:9](=[C:10]([F:21])[CH:11]=1)[C:8](=[O:22])[N:7]([CH2:6][C:5]1[CH:23]=[CH:24][C:2]([C:42]3[CH:41]=[CH:40][N:39]=[C:38]([O:37][CH3:36])[CH:43]=3)=[C:3]([CH2:25][O:26][CH2:27][O:28][CH3:29])[CH:4]=1)[N:16]=[CH:15]2)([CH3:18])([CH3:19])[CH3:20]. (6) Given the reactants [CH3:1][O:2][C:3]1[C:4]([NH:15][C:16]2[CH:17]=[C:18]3[C:22](=[CH:23][CH:24]=2)[NH:21][N:20]=[CH:19]3)=[N:5][C:6](S(C)(=O)=O)=[N:7][C:8]=1[O:9][CH3:10].[CH2:25]1[C:33]2[C:28](=[CH:29][CH:30]=[CH:31][CH:32]=2)[CH2:27][NH:26]1, predict the reaction product. The product is: [CH2:25]1[C:33]2[C:28](=[CH:29][CH:30]=[CH:31][CH:32]=2)[CH2:27][N:26]1[C:6]1[N:5]=[C:4]([NH:15][C:16]2[CH:17]=[C:18]3[C:22](=[CH:23][CH:24]=2)[NH:21][N:20]=[CH:19]3)[C:3]([O:2][CH3:1])=[C:8]([O:9][CH3:10])[N:7]=1. (7) Given the reactants [CH:1]1([NH:7][C:8]2[N:9]([C:17]3[CH:22]=[CH:21][CH:20]=[CH:19][CH:18]=3)[N:10]=[C:11]3[C:16]=2[CH2:15][CH2:14][CH2:13][CH2:12]3)[CH2:6][CH2:5][CH2:4][CH2:3][CH2:2]1.[CH:23]1([N:29]=[C:30]=[O:31])[CH2:28][CH2:27][CH2:26][CH2:25][CH2:24]1, predict the reaction product. The product is: [CH:1]1([N:7]([C:8]2[N:9]([C:17]3[CH:18]=[CH:19][CH:20]=[CH:21][CH:22]=3)[N:10]=[C:11]3[C:16]=2[CH2:15][CH2:14][CH2:13][CH2:12]3)[C:30]([NH:29][CH:23]2[CH2:28][CH2:27][CH2:26][CH2:25][CH2:24]2)=[O:31])[CH2:6][CH2:5][CH2:4][CH2:3][CH2:2]1. (8) Given the reactants CO[C:3]1[C:11]([CH2:12][CH:13]([NH:27][C:28](=[O:40])[CH2:29][C:30]2[CH:31]=[C:32]3[C:36](=[CH:37][CH:38]=2)[CH2:35][N:34]([CH3:39])[CH2:33]3)[B:14]2[O:22]C3C(C)(C4CC(C3)C4(C)C)[O:15]2)=[CH:10][CH:9]=[CH:8][C:4]=1[C:5]([OH:7])=[O:6].Cl, predict the reaction product. The product is: [OH:15][B:14]1[C@@H:13]([NH:27][C:28](=[O:40])[CH2:29][C:30]2[CH:31]=[C:32]3[C:36](=[CH:37][CH:38]=2)[CH2:35][N:34]([CH3:39])[CH2:33]3)[CH2:12][C:11]2[CH:10]=[CH:9][CH:8]=[C:4]([C:5]([OH:7])=[O:6])[C:3]=2[O:22]1. (9) Given the reactants [CH3:1][C:2]1([C:7]2[O:11][C:10]([CH2:12][N:13]3[CH:17]=[C:16]([NH2:18])[CH:15]=[N:14]3)=[CH:9][CH:8]=2)[O:6]CCO1.[CH3:19][C:20]1[S:21][C:22]([C:28]2[CH:29]=[C:30]([CH3:34])[CH:31]=[CH:32][CH:33]=2)=[C:23]([C:25](O)=[O:26])[N:24]=1, predict the reaction product. The product is: [C:2]([C:7]1[O:11][C:10]([CH2:12][N:13]2[CH:17]=[C:16]([NH:18][C:25]([C:23]3[N:24]=[C:20]([CH3:19])[S:21][C:22]=3[C:28]3[CH:29]=[C:30]([CH3:34])[CH:31]=[CH:32][CH:33]=3)=[O:26])[CH:15]=[N:14]2)=[CH:9][CH:8]=1)(=[O:6])[CH3:1].